Dataset: Peptide-MHC class II binding affinity with 134,281 pairs from IEDB. Task: Regression. Given a peptide amino acid sequence and an MHC pseudo amino acid sequence, predict their binding affinity value. This is MHC class II binding data. The peptide sequence is RQLIKTDISMSMPKF. The MHC is HLA-DQA10401-DQB10402 with pseudo-sequence HLA-DQA10401-DQB10402. The binding affinity (normalized) is 0.286.